Dataset: Forward reaction prediction with 1.9M reactions from USPTO patents (1976-2016). Task: Predict the product of the given reaction. (1) Given the reactants [NH2:1][C:2]1[C:11]2[N:10]=[CH:9][C:8]([CH2:12][CH2:13][C:14]3[CH:19]=[CH:18][C:17]([OH:20])=[CH:16][C:15]=3[CH3:21])=[CH:7][C:6]=2[C:5]2[CH:22]=[CH:23][C:24]([CH2:26][CH2:27][C:28]([O:30][CH2:31][CH3:32])=[O:29])=[CH:25][C:4]=2[N:3]=1.C(=O)([O-])[O-].[K+].[K+].Br[CH2:40][CH2:41][CH2:42][C:43]([P:46](=[O:53])([O:50][CH2:51][CH3:52])[O:47][CH2:48][CH3:49])([F:45])[F:44], predict the reaction product. The product is: [NH2:1][C:2]1[C:11]2[N:10]=[CH:9][C:8]([CH2:12][CH2:13][C:14]3[CH:19]=[CH:18][C:17]([O:20][CH2:40][CH2:41][CH2:42][C:43]([P:46]([O:47][CH2:48][CH3:49])([O:50][CH2:51][CH3:52])=[O:53])([F:44])[F:45])=[CH:16][C:15]=3[CH3:21])=[CH:7][C:6]=2[C:5]2[CH:22]=[CH:23][C:24]([CH2:26][CH2:27][C:28]([O:30][CH2:31][CH3:32])=[O:29])=[CH:25][C:4]=2[N:3]=1. (2) The product is: [Br:1][C:2]1[C:3]([NH:13][CH2:21][C:22]([O:24][CH3:25])=[O:23])=[CH:4][S:5][C:6]=1[C:7]1[CH:12]=[CH:11][CH:10]=[CH:9][CH:8]=1. Given the reactants [Br:1][C:2]1[C:3]([NH2:13])=[CH:4][S:5][C:6]=1[C:7]1[CH:12]=[CH:11][CH:10]=[CH:9][CH:8]=1.C([O-])([O-])=O.[K+].[K+].Br[CH2:21][C:22]([O:24][CH3:25])=[O:23], predict the reaction product. (3) Given the reactants [H-].[Na+].[NH:3]1[C:13]2=[C:14]3[C:9](=[CH:10][CH:11]=[CH:12]2)[CH2:8][CH2:7][CH2:6][N:5]3[C:4]1=[O:15].[CH3:16]I.O, predict the reaction product. The product is: [CH3:16][N:3]1[C:13]2=[C:14]3[C:9](=[CH:10][CH:11]=[CH:12]2)[CH2:8][CH2:7][CH2:6][N:5]3[C:4]1=[O:15]. (4) The product is: [Cl:11][CH2:10][CH:12]([OH:14])[CH2:13][NH:7][CH2:6][C:5]1[CH:8]=[CH:9][C:2]([F:1])=[CH:3][CH:4]=1. Given the reactants [F:1][C:2]1[CH:9]=[CH:8][C:5]([CH2:6][NH2:7])=[CH:4][CH:3]=1.[CH2:10]([CH:12]1[O:14][CH2:13]1)[Cl:11], predict the reaction product. (5) Given the reactants [CH:1]([C:3]1[CH:17]=[CH:16][C:6]([O:7][C:8]([CH3:15])([CH3:14])[C:9]([O:11][CH2:12][CH3:13])=[O:10])=[C:5]([CH3:18])[CH:4]=1)=O.[F:19][C:20]([F:30])([F:29])[C:21]1[CH:28]=[CH:27][C:24]([CH2:25][NH2:26])=[CH:23][CH:22]=1.C(O[BH-](OC(=O)C)OC(=O)C)(=O)C.[Na+], predict the reaction product. The product is: [CH3:14][C:8]([O:7][C:6]1[CH:16]=[CH:17][C:3]([CH2:1][NH:26][CH2:25][C:24]2[CH:23]=[CH:22][C:21]([C:20]([F:19])([F:29])[F:30])=[CH:28][CH:27]=2)=[CH:4][C:5]=1[CH3:18])([CH3:15])[C:9]([O:11][CH2:12][CH3:13])=[O:10]. (6) Given the reactants [Li+].[OH-].C[O:4][C:5](=[O:24])[C:6]1[CH:15]=[C:14]([CH:16]=[CH:17][C:18]2[CH:23]=[CH:22][N:21]=[CH:20][CH:19]=2)[CH:13]=[C:8]([C:9]([O:11]C)=[O:10])[CH:7]=1.Cl, predict the reaction product. The product is: [N:21]1[CH:20]=[CH:19][C:18]([CH:17]=[CH:16][C:14]2[CH:13]=[C:8]([C:9]([OH:11])=[O:10])[CH:7]=[C:6]([CH:15]=2)[C:5]([OH:24])=[O:4])=[CH:23][CH:22]=1. (7) The product is: [Cl:7][C:8]1[CH:16]=[CH:15][C:11]([C:12]([OH:14])=[O:13])=[C:10]([N:19]2[N:20]=[CH:21][CH:22]=[N:18]2)[CH:9]=1. Given the reactants C([O-])([O-])=O.[Cs+].[Cs+].[Cl:7][C:8]1[CH:16]=[CH:15][C:11]([C:12]([OH:14])=[O:13])=[C:10](I)[CH:9]=1.[NH:18]1[CH:22]=[CH:21][N:20]=[N:19]1, predict the reaction product. (8) Given the reactants [Cl:1][C:2]1[CH:7]=[CH:6][C:5]([C:8]2[N:13]=[N:12][C:11]([N:14]([CH3:25])[CH:15]3[CH2:20][C:19]([CH3:22])([CH3:21])[NH:18][C:17]([CH3:24])([CH3:23])[CH2:16]3)=[CH:10][CH:9]=2)=[C:4]([F:26])[CH:3]=1.C(OI(C1C=CC=CC=1)OC(=O)C)(=[O:29])C.S([O-])([O-])(=O)=S.[Na+].[Na+].C(=O)([O-])[O-].[K+].[K+].Cl, predict the reaction product. The product is: [Cl:1][C:2]1[CH:3]=[C:4]([F:26])[C:5]([C:8]2[N:13]=[N:12][C:11]([N:14]([CH3:25])[CH:15]3[CH2:16][C:17]([CH3:24])([CH3:23])[NH:18][C:19]([CH3:21])([CH3:22])[CH2:20]3)=[CH:10][CH:9]=2)=[C:6]([OH:29])[CH:7]=1. (9) Given the reactants [Cl:1][C:2]1[N:7]=[C:6](Cl)[CH:5]=[CH:4][N:3]=1.[CH3:9][N:10]1[CH2:15][CH2:14][NH:13][CH2:12][CH2:11]1.C(N(C(C)C)C(C)C)C, predict the reaction product. The product is: [Cl:1][C:2]1[N:7]=[C:6]([N:13]2[CH2:14][CH2:15][N:10]([CH3:9])[CH2:11][CH2:12]2)[CH:5]=[CH:4][N:3]=1.